This data is from NCI-60 drug combinations with 297,098 pairs across 59 cell lines. The task is: Regression. Given two drug SMILES strings and cell line genomic features, predict the synergy score measuring deviation from expected non-interaction effect. (1) Drug 1: CC1=C(C=C(C=C1)C(=O)NC2=CC(=CC(=C2)C(F)(F)F)N3C=C(N=C3)C)NC4=NC=CC(=N4)C5=CN=CC=C5. Drug 2: COC1=NC(=NC2=C1N=CN2C3C(C(C(O3)CO)O)O)N. Cell line: K-562. Synergy scores: CSS=6.84, Synergy_ZIP=-0.107, Synergy_Bliss=-6.21, Synergy_Loewe=-26.8, Synergy_HSA=-8.02. (2) Drug 1: CS(=O)(=O)C1=CC(=C(C=C1)C(=O)NC2=CC(=C(C=C2)Cl)C3=CC=CC=N3)Cl. Drug 2: CC1=C(C(=CC=C1)Cl)NC(=O)C2=CN=C(S2)NC3=CC(=NC(=N3)C)N4CCN(CC4)CCO. Cell line: HCT-15. Synergy scores: CSS=9.22, Synergy_ZIP=-3.49, Synergy_Bliss=-4.56, Synergy_Loewe=-6.88, Synergy_HSA=-4.16. (3) Drug 1: CC(CN1CC(=O)NC(=O)C1)N2CC(=O)NC(=O)C2. Drug 2: CC1CCC2CC(C(=CC=CC=CC(CC(C(=O)C(C(C(=CC(C(=O)CC(OC(=O)C3CCCCN3C(=O)C(=O)C1(O2)O)C(C)CC4CCC(C(C4)OC)O)C)C)O)OC)C)C)C)OC. Cell line: M14. Synergy scores: CSS=23.3, Synergy_ZIP=-2.99, Synergy_Bliss=1.42, Synergy_Loewe=2.25, Synergy_HSA=3.49. (4) Drug 1: CCC1(CC2CC(C3=C(CCN(C2)C1)C4=CC=CC=C4N3)(C5=C(C=C6C(=C5)C78CCN9C7C(C=CC9)(C(C(C8N6C=O)(C(=O)OC)O)OC(=O)C)CC)OC)C(=O)OC)O.OS(=O)(=O)O. Drug 2: C1C(C(OC1N2C=NC(=NC2=O)N)CO)O. Cell line: DU-145. Synergy scores: CSS=15.4, Synergy_ZIP=-2.95, Synergy_Bliss=-8.04, Synergy_Loewe=-2.47, Synergy_HSA=-1.93. (5) Drug 1: C1=CC(=C2C(=C1NCCNCCO)C(=O)C3=C(C=CC(=C3C2=O)O)O)NCCNCCO. Drug 2: CCC(=C(C1=CC=CC=C1)C2=CC=C(C=C2)OCCN(C)C)C3=CC=CC=C3.C(C(=O)O)C(CC(=O)O)(C(=O)O)O. Cell line: KM12. Synergy scores: CSS=38.1, Synergy_ZIP=-0.413, Synergy_Bliss=-0.310, Synergy_Loewe=5.41, Synergy_HSA=7.58. (6) Drug 1: C1=CC(=CC=C1CC(C(=O)O)N)N(CCCl)CCCl.Cl. Drug 2: CCCCC(=O)OCC(=O)C1(CC(C2=C(C1)C(=C3C(=C2O)C(=O)C4=C(C3=O)C=CC=C4OC)O)OC5CC(C(C(O5)C)O)NC(=O)C(F)(F)F)O. Cell line: A498. Synergy scores: CSS=2.11, Synergy_ZIP=-1.64, Synergy_Bliss=-3.12, Synergy_Loewe=-5.92, Synergy_HSA=-5.86. (7) Drug 1: B(C(CC(C)C)NC(=O)C(CC1=CC=CC=C1)NC(=O)C2=NC=CN=C2)(O)O. Drug 2: CC1C(C(CC(O1)OC2CC(CC3=C2C(=C4C(=C3O)C(=O)C5=CC=CC=C5C4=O)O)(C(=O)C)O)N)O. Cell line: UACC62. Synergy scores: CSS=84.2, Synergy_ZIP=-0.875, Synergy_Bliss=-1.60, Synergy_Loewe=-0.570, Synergy_HSA=1.33. (8) Drug 1: CC(C)CN1C=NC2=C1C3=CC=CC=C3N=C2N. Drug 2: CCC1(C2=C(COC1=O)C(=O)N3CC4=CC5=C(C=CC(=C5CN(C)C)O)N=C4C3=C2)O.Cl. Cell line: SW-620. Synergy scores: CSS=24.4, Synergy_ZIP=-0.0944, Synergy_Bliss=-2.78, Synergy_Loewe=-16.2, Synergy_HSA=-2.72. (9) Drug 1: CNC(=O)C1=CC=CC=C1SC2=CC3=C(C=C2)C(=NN3)C=CC4=CC=CC=N4. Drug 2: CC1CCCC2(C(O2)CC(NC(=O)CC(C(C(=O)C(C1O)C)(C)C)O)C(=CC3=CSC(=N3)C)C)C. Cell line: MDA-MB-435. Synergy scores: CSS=29.1, Synergy_ZIP=3.85, Synergy_Bliss=12.0, Synergy_Loewe=3.87, Synergy_HSA=8.51.